Dataset: Peptide-MHC class I binding affinity with 185,985 pairs from IEDB/IMGT. Task: Regression. Given a peptide amino acid sequence and an MHC pseudo amino acid sequence, predict their binding affinity value. This is MHC class I binding data. The peptide sequence is ILAKPKETF. The MHC is HLA-B15:01 with pseudo-sequence HLA-B15:01. The binding affinity (normalized) is 0.